Dataset: Experimentally validated miRNA-target interactions with 360,000+ pairs, plus equal number of negative samples. Task: Binary Classification. Given a miRNA mature sequence and a target amino acid sequence, predict their likelihood of interaction. The miRNA is dme-miR-14-3p with sequence UCAGUCUUUUUCUCUCUCCUAU. The protein sequence of the target gene is MHVPGTRAKMSSIFAYQSSEVDWCESNFQHSELVAEFYNTFSNVFFLIFGPLMMFLMHPYAQKRTRCFYGVSVLFMLIGLFSMYFHMTLSFLGQLLDEISILWLLASGYSVWLPRCYFPKFVKGNRFYFSCLVTITTIISTFLTFVKPTVNAYALNSIAIHILYIVRTEYKKIRDDDLRHLIAVSVVLWAAALTSWISDRVLCSFWQRIHFYYLHSIWHVLISITFPYGIVTMALVDAKYEMPDKTLKVHYWPRDSWVIGLPYVEIQENDKNC. Result: 0 (no interaction).